Predict the product of the given reaction. From a dataset of Forward reaction prediction with 1.9M reactions from USPTO patents (1976-2016). (1) The product is: [CH3:19][C@H:20]1[NH:21][C@@H:22]([CH3:26])[CH2:23][N:24]([C:2]2[CH:7]=[CH:6][C:5]([O:8][CH2:9][C:10]3[CH:15]=[CH:14][CH:13]=[CH:12][CH:11]=3)=[C:4]([N+:16]([O-:18])=[O:17])[CH:3]=2)[CH2:25]1. Given the reactants Br[C:2]1[CH:7]=[CH:6][C:5]([O:8][CH2:9][C:10]2[CH:15]=[CH:14][CH:13]=[CH:12][CH:11]=2)=[C:4]([N+:16]([O-:18])=[O:17])[CH:3]=1.[CH3:19][C@H:20]1[CH2:25][NH:24][CH2:23][C@@H:22]([CH3:26])[NH:21]1.C(=O)([O-])[O-].[Cs+].[Cs+].C1(P(C2C=CC=CC=2)C2C=CC3C(=CC=CC=3)C=2C2C3C(=CC=CC=3)C=CC=2P(C2C=CC=CC=2)C2C=CC=CC=2)C=CC=CC=1.C, predict the reaction product. (2) The product is: [Cl:1][C:2]1[CH:7]=[CH:6][C:5]([C:12]2[S:20][C:19]3[C:18]([NH:21][C:22]4[CH:23]=[C:24]5[C:28](=[CH:29][CH:30]=4)[NH:27][CH:26]=[CH:25]5)=[N:17][CH:16]=[N:15][C:14]=3[CH:13]=2)=[CH:4][CH:3]=1. Given the reactants [Cl:1][C:2]1[CH:7]=[CH:6][C:5](B(O)O)=[CH:4][CH:3]=1.Br[C:12]1[S:20][C:19]2[C:18]([NH:21][C:22]3[CH:23]=[C:24]4[C:28](=[CH:29][CH:30]=3)[NH:27][CH:26]=[CH:25]4)=[N:17][CH:16]=[N:15][C:14]=2[CH:13]=1, predict the reaction product. (3) Given the reactants [H-].[Na+].I[CH3:4].[Cl:5][C:6]1[CH:11]=[C:10]([C:12]2[C:13](=[O:23])[O:14][C:15]3([CH2:22][CH2:21][CH2:20][CH2:19][CH2:18]3)[C:16]=2[OH:17])[C:9]([CH3:24])=[CH:8][C:7]=1[C:25]1[CH:30]=[CH:29][CH:28]=[C:27]([NH:31][S:32]([CH3:35])(=[O:34])=[O:33])[CH:26]=1.O=O, predict the reaction product. The product is: [Cl:5][C:6]1[CH:11]=[C:10]([C:12]2[C:13](=[O:23])[O:14][C:15]3([CH2:22][CH2:21][CH2:20][CH2:19][CH2:18]3)[C:16]=2[OH:17])[C:9]([CH3:24])=[CH:8][C:7]=1[C:25]1[CH:30]=[CH:29][CH:28]=[C:27]([N:31]([CH3:4])[S:32]([CH3:35])(=[O:34])=[O:33])[CH:26]=1. (4) Given the reactants [NH2:1][C:2]1[CH:7]=[CH:6][C:5]([CH:8]([CH2:14][CH:15]2[CH2:17][CH2:16]2)[C:9]([O:11][CH2:12][CH3:13])=[O:10])=[CH:4][C:3]=1[O:18][CH2:19][C:20]([F:23])([F:22])[F:21].C1C(=O)N([Br:31])C(=O)C1, predict the reaction product. The product is: [NH2:1][C:2]1[C:3]([O:18][CH2:19][C:20]([F:21])([F:22])[F:23])=[CH:4][C:5]([CH:8]([CH2:14][CH:15]2[CH2:16][CH2:17]2)[C:9]([O:11][CH2:12][CH3:13])=[O:10])=[CH:6][C:7]=1[Br:31]. (5) Given the reactants [Br-].[C:2]([CH2:4][P+](C1C=CC=CC=1)(C1C=CC=CC=1)C1C=CC=CC=1)#[N:3].[OH-].[Na+].[Br:26][C:27]1[CH:28]=[C:29]([CH:32]=[CH:33][C:34]=1[F:35])[CH:30]=O, predict the reaction product. The product is: [Br:26][C:27]1[CH:28]=[C:29](/[CH:30]=[CH:4]/[C:2]#[N:3])[CH:32]=[CH:33][C:34]=1[F:35].